Task: Predict the product of the given reaction.. Dataset: Forward reaction prediction with 1.9M reactions from USPTO patents (1976-2016) (1) Given the reactants [Br:1][C:2]1[CH:7]=[CH:6][C:5]([N:8]([CH2:15][CH:16]([CH3:18])[CH3:17])[CH2:9][CH2:10][CH2:11][C:12]([OH:14])=[O:13])=[C:4]([CH:19]=O)[CH:3]=1.[C:21](=O)([O-])[O-].[K+].[K+].CI.C(=O)(OC)OC.C[O-].[Na+].Cl.[OH-].[Na+], predict the reaction product. The product is: [Br:1][C:2]1[CH:7]=[CH:6][C:5]2[N:8]([CH2:15][CH:16]([CH3:18])[CH3:17])[CH2:9][CH2:10][C:11]([C:12]([O:14][CH3:21])=[O:13])=[CH:19][C:4]=2[CH:3]=1. (2) Given the reactants [CH3:1][O:2][C:3]([C:5]1[C:9]2[N:10]=[CH:11][N:12](COCC[Si](C)(C)C)[C:13](=[O:14])[C:8]=2[N:7]([CH2:23][O:24][CH2:25][CH2:26][Si:27]([CH3:30])([CH3:29])[CH3:28])[C:6]=1[Cl:31])=[O:4].[F-].C([N+](CCCC)(CCCC)CCCC)CCC, predict the reaction product. The product is: [CH3:1][O:2][C:3]([C:5]1[C:9]2[N:10]=[CH:11][NH:12][C:13](=[O:14])[C:8]=2[N:7]([CH2:23][O:24][CH2:25][CH2:26][Si:27]([CH3:30])([CH3:29])[CH3:28])[C:6]=1[Cl:31])=[O:4]. (3) Given the reactants [CH2:1]([O:8][C:9]1[CH:14]=[CH:13][C:12]([CH:15]2[CH2:20][CH2:19][N:18]([C:21]([O:23][C:24]([CH3:27])([CH3:26])[CH3:25])=[O:22])[CH2:17][CH:16]2[O:28][CH2:29][CH2:30][O:31]S(C2C=CC(C)=CC=2)(=O)=O)=[CH:11][CH:10]=1)[C:2]1[CH:7]=[CH:6][CH:5]=[CH:4][CH:3]=1.[F:42][C:43]1[CH:48]=[CH:47][C:46]([CH2:49][CH2:50][NH:51][C:52](=[O:54])[CH3:53])=[C:45](O)[CH:44]=1, predict the reaction product. The product is: [C:52]([NH:51][CH2:50][CH2:49][C:46]1[CH:45]=[CH:44][C:43]([F:42])=[CH:48][C:47]=1[O:31][CH2:30][CH2:29][O:28][CH:16]1[CH:15]([C:12]2[CH:13]=[CH:14][C:9]([O:8][CH2:1][C:2]3[CH:7]=[CH:6][CH:5]=[CH:4][CH:3]=3)=[CH:10][CH:11]=2)[CH2:20][CH2:19][N:18]([C:21]([O:23][C:24]([CH3:25])([CH3:26])[CH3:27])=[O:22])[CH2:17]1)(=[O:54])[CH3:53].